From a dataset of Full USPTO retrosynthesis dataset with 1.9M reactions from patents (1976-2016). Predict the reactants needed to synthesize the given product. (1) Given the product [C:29]([CH:27]=[CH:26][C:9]1[O:8][C:27]([CH2:29][N:30]([CH2:43][C:44]([F:45])([F:47])[F:46])[C:31]2[CH:38]=[CH:37][C:34]([C:35]#[N:36])=[C:33]([C:39]([F:40])([F:41])[F:42])[CH:32]=2)=[CH:26][CH:10]=1)#[N:30], predict the reactants needed to synthesize it. The reactants are: C(CP(=O)([O:8][CH2:9][CH3:10])OCC)#N.C[Si]([N-][Si](C)(C)C)(C)C.[Na+].C(C1O[C:27]([CH2:29][N:30]([CH2:43][C:44]([F:47])([F:46])[F:45])[C:31]2[CH:38]=[CH:37][C:34]([C:35]#[N:36])=[C:33]([C:39]([F:42])([F:41])[F:40])[CH:32]=2)=[CH:26]C=1)=O. (2) Given the product [F:25][C:23]([F:24])([F:26])[C:19]1[CH:18]=[C:17]([C@@H:9]2[CH2:8][C@H:7]([C:5]3[O:4][NH:3][C:2](=[O:1])[CH:6]=3)[CH2:12][CH2:11][NH:10]2)[CH:22]=[CH:21][CH:20]=1, predict the reactants needed to synthesize it. The reactants are: [O:1]=[C:2]1[CH:6]=[C:5]([C@@H:7]2[CH2:12][CH2:11][N:10](C(OC)=O)[C@H:9]([C:17]3[CH:22]=[CH:21][CH:20]=[C:19]([C:23]([F:26])([F:25])[F:24])[CH:18]=3)[CH2:8]2)[O:4][NH:3]1.Br.